Task: Predict the product of the given reaction.. Dataset: Forward reaction prediction with 1.9M reactions from USPTO patents (1976-2016) Given the reactants [F:1][C:2]([F:20])([F:19])[O:3][C:4]1[CH:18]=[CH:17][C:7]([CH:8]=[C:9]([CH2:15][CH3:16])[C:10]([O:12]CC)=[O:11])=[CH:6][CH:5]=1, predict the reaction product. The product is: [F:1][C:2]([F:19])([F:20])[O:3][C:4]1[CH:5]=[CH:6][C:7]([CH2:8][CH:9]([CH2:15][CH3:16])[C:10]([OH:12])=[O:11])=[CH:17][CH:18]=1.